This data is from Forward reaction prediction with 1.9M reactions from USPTO patents (1976-2016). The task is: Predict the product of the given reaction. Given the reactants [C:1]([NH:4][C:5]([CH2:16][C:17](=[O:39])[C:18]1[CH:23]=[CH:22][C:21]([S:24][C:25]2[CH:30]=[CH:29][C:28]([C:31](=O)[CH2:32][O:33][C:34](=O)[CH2:35][CH3:36])=[CH:27][CH:26]=2)=[CH:20][CH:19]=1)([C:11]([O:13][CH2:14][CH3:15])=[O:12])[C:6]([O:8][CH2:9][CH3:10])=[O:7])(=[O:3])[CH3:2].C([NH2:43])(=O)C.B(F)(F)F.CCOCC, predict the reaction product. The product is: [C:1]([NH:4][C:5]([CH2:16][C:17]([C:18]1[CH:19]=[CH:20][C:21]([S:24][C:25]2[CH:26]=[CH:27][C:28]([C:31]3[N:43]=[C:34]([CH2:35][CH3:36])[O:33][CH:32]=3)=[CH:29][CH:30]=2)=[CH:22][CH:23]=1)=[O:39])([C:11]([O:13][CH2:14][CH3:15])=[O:12])[C:6]([O:8][CH2:9][CH3:10])=[O:7])(=[O:3])[CH3:2].